This data is from Full USPTO retrosynthesis dataset with 1.9M reactions from patents (1976-2016). The task is: Predict the reactants needed to synthesize the given product. (1) Given the product [Cl:19][C:14]1[CH:13]=[C:12]([C:10]2[C:24]([CH:25]=[O:27])=[C:23]([CH3:20])[N:1]=[C:2]3[S:6][C:5]4[CH2:7][CH2:8][CH2:9][C:4]=4[C:3]=23)[CH:17]=[CH:16][C:15]=1[Cl:18], predict the reactants needed to synthesize it. The reactants are: [NH2:1][C:2]1[S:6][C:5]2[CH2:7][CH2:8][CH2:9][C:4]=2[C:3]=1[C:10]([C:12]1[CH:17]=[CH:16][C:15]([Cl:18])=[C:14]([Cl:19])[CH:13]=1)=O.[CH:20]1([C:23](=O)[CH2:24][C:25](=[O:27])C)CC1. (2) The reactants are: CC([O-])=O.[K+].Cl[CH2:7][C:8](=[O:24])[CH:9]([N:15]=[N:16][C:17]1[CH:22]=[CH:21][CH:20]=[CH:19][C:18]=1[F:23])[C:10]([O:12][CH2:13][CH3:14])=[O:11]. Given the product [F:23][C:18]1[CH:19]=[CH:20][CH:21]=[CH:22][C:17]=1[N:16]1[CH:7]=[C:8]([OH:24])[C:9]([C:10]([O:12][CH2:13][CH3:14])=[O:11])=[N:15]1, predict the reactants needed to synthesize it.